Dataset: Forward reaction prediction with 1.9M reactions from USPTO patents (1976-2016). Task: Predict the product of the given reaction. (1) The product is: [CH3:27][O:26][C:25]1[CH:28]=[CH:29][C:42]([CH2:32][N:1]2[C:9]3[C:4](=[CH:5][CH:6]=[CH:7][CH:8]=3)[C:3]3([CH2:13][O:12][C:11]4[CH:14]=[C:15]5[C:19](=[CH:20][C:10]3=4)[CH2:18][CH2:17][O:16]5)[C:2]2=[O:21])=[CH:43][CH:24]=1. Given the reactants [NH:1]1[C:9]2[C:4](=[CH:5][CH:6]=[CH:7][CH:8]=2)[C:3]2([CH2:13][O:12][C:11]3[CH:14]=[C:15]4[C:19](=[CH:20][C:10]2=3)[CH2:18][CH2:17][O:16]4)[C:2]1=[O:21].CC1(C)[CH2:27][O:26][C:25]2=[CH:28][C:29]3OC[C:32]4([C:42]=3[CH:43]=[C:24]12)C1C(=CC=CC=1)NC4=O.ClCC1C=CC(OC)=CC=1.BrCC1OC(C(F)(F)F)=CC=1, predict the reaction product. (2) Given the reactants C([O:5][C:6](=[O:43])[CH2:7][CH2:8][C@H:9]([NH:13][C:14]([C:16]1[CH:20]=[C:19]([O:21][CH2:22][C:23]([N:25]2[CH2:29][CH2:28][CH2:27][C@H:26]2[C:30](=[O:36])[NH:31][CH:32]2[CH2:35][CH2:34][CH2:33]2)=[O:24])[N:18]([C:37]2[CH:42]=[CH:41][CH:40]=[CH:39][CH:38]=2)[N:17]=1)=[O:15])[C:10]([OH:12])=O)(C)(C)C.CCN(C(C)C)C(C)C.CN(C(ON1N=NC2C=CC=NC1=2)=[N+](C)C)C.F[P-](F)(F)(F)(F)F.[Cl:77][C:78]1[CH:79]=[C:80]([CH:89]=[CH:90][CH:91]=1)[C:81]([CH:83]1[CH2:88][CH2:87][NH:86][CH2:85][CH2:84]1)=[O:82].C([O-])(O)=O.[Na+], predict the reaction product. The product is: [Cl:77][C:78]1[CH:79]=[C:80]([CH:89]=[CH:90][CH:91]=1)[C:81]([CH:83]1[CH2:84][CH2:85][N:86]([C:10](=[O:12])[C@@H:9]([NH:13][C:14]([C:16]2[CH:20]=[C:19]([O:21][CH2:22][C:23]([N:25]3[CH2:29][CH2:28][CH2:27][C@H:26]3[C:30](=[O:36])[NH:31][CH:32]3[CH2:33][CH2:34][CH2:35]3)=[O:24])[N:18]([C:37]3[CH:42]=[CH:41][CH:40]=[CH:39][CH:38]=3)[N:17]=2)=[O:15])[CH2:8][CH2:7][C:6]([OH:5])=[O:43])[CH2:87][CH2:88]1)=[O:82]. (3) Given the reactants [Cl:1]C1C=C(C=CC=1Cl)CC1CN(COC(=O)C2C=CC=CC=2F)CCO1.[CH:27]1([C:30]2[C:31]([CH2:44][N:45]3[CH2:50][CH2:49][O:48][C@@H:47]([CH2:51][C:52]4[CH:57]=[CH:56][C:55]([Cl:58])=[C:54]([Cl:59])[CH:53]=4)[CH2:46]3)=[CH:32][C:33]([F:43])=[C:34]([CH:42]=2)[C:35]([O:37]C(C)(C)C)=[O:36])[CH2:29][CH2:28]1, predict the reaction product. The product is: [ClH:1].[CH:27]1([C:30]2[C:31]([CH2:44][N:45]3[CH2:50][CH2:49][O:48][C@@H:47]([CH2:51][C:52]4[CH:57]=[CH:56][C:55]([Cl:58])=[C:54]([Cl:59])[CH:53]=4)[CH2:46]3)=[CH:32][C:33]([F:43])=[C:34]([CH:42]=2)[C:35]([OH:37])=[O:36])[CH2:29][CH2:28]1. (4) Given the reactants [C:1]([OH:10])(=[O:9])[C:2]1[C:3](=[CH:5][CH:6]=[CH:7][CH:8]=1)[NH2:4].[C:11](OC(=O)CC)(=O)[CH2:12][CH3:13], predict the reaction product. The product is: [CH2:12]([C:13]1[O:9][C:1](=[O:10])[C:2]2[CH:8]=[CH:7][CH:6]=[CH:5][C:3]=2[N:4]=1)[CH3:11]. (5) Given the reactants [Cl:1][C:2]1[N:11]=[CH:10][C:9]2[N:8]([CH2:12][CH:13]3[CH2:15][CH2:14]3)[C:7](=[O:16])[CH:6]3[CH2:17][O:18][CH2:19][CH2:20][N:5]3[C:4]=2[N:3]=1.IC.[CH3:23]C(C)([O-])C.[Na+], predict the reaction product. The product is: [Cl:1][C:2]1[N:11]=[CH:10][C:9]2[N:8]([CH2:12][CH:13]3[CH2:14][CH2:15]3)[C:7](=[O:16])[C:6]3([CH3:23])[CH2:17][O:18][CH2:19][CH2:20][N:5]3[C:4]=2[N:3]=1. (6) Given the reactants [O:1]=[C:2]1[N:11]([CH:12]2[CH2:17][CH2:16][N:15]([C:18]([O:20][CH:21]([C:33]3[CH:38]=[CH:37][CH:36]=[C:35]([O:39]C(C)(C)C)[N:34]=3)[CH2:22][C:23]3[CH:24]=[C:25]4[C:29](=[C:30]([CH3:32])[CH:31]=3)[NH:28][N:27]=[CH:26]4)=[O:19])[CH2:14][CH2:13]2)[CH2:10][C:9]2[C:4](=[CH:5][CH:6]=[CH:7][CH:8]=2)[NH:3]1.C(O)=O, predict the reaction product. The product is: [O:1]=[C:2]1[N:11]([CH:12]2[CH2:17][CH2:16][N:15]([C:18]([O:20][CH:21]([C:33]3[NH:34][C:35](=[O:39])[CH:36]=[CH:37][CH:38]=3)[CH2:22][C:23]3[CH:24]=[C:25]4[C:29](=[C:30]([CH3:32])[CH:31]=3)[NH:28][N:27]=[CH:26]4)=[O:19])[CH2:14][CH2:13]2)[CH2:10][C:9]2[C:4](=[CH:5][CH:6]=[CH:7][CH:8]=2)[NH:3]1. (7) Given the reactants Cl.[Cl:2][C:3]1[C:8]2[N:9]([C:30]3[CH:35]=[CH:34][CH:33]=[CH:32][CH:31]=3)[C:10]([C@@H:12]([NH:14][C:15]3[N:23]=[CH:22][N:21]=[C:20]4[C:16]=3[N:17]=[CH:18][N:19]4C3CCCCO3)[CH3:13])=[N:11][C:7]=2[CH:6]=[CH:5][C:4]=1[F:36], predict the reaction product. The product is: [Cl:2][C:3]1[C:8]2[N:9]([C:30]3[CH:31]=[CH:32][CH:33]=[CH:34][CH:35]=3)[C:10]([CH:12]([NH:14][C:15]3[N:23]=[CH:22][N:21]=[C:20]4[C:16]=3[N:17]=[CH:18][NH:19]4)[CH3:13])=[N:11][C:7]=2[CH:6]=[CH:5][C:4]=1[F:36].